The task is: Predict the product of the given reaction.. This data is from Forward reaction prediction with 1.9M reactions from USPTO patents (1976-2016). (1) The product is: [O:11]=[S:8]1(=[O:12])[CH2:9][CH2:10][CH:5]([O:4][C:3]2[CH:13]=[CH:14][CH:15]=[CH:16][C:2]=2[N:17]2[CH2:22][CH2:21][NH:20][CH2:19][CH2:18]2)[CH2:6][CH2:7]1. Given the reactants Br[C:2]1[CH:16]=[CH:15][CH:14]=[CH:13][C:3]=1[O:4][CH:5]1[CH2:10][CH2:9][S:8](=[O:12])(=[O:11])[CH2:7][CH2:6]1.[NH:17]1[CH2:22][CH2:21][NH:20][CH2:19][CH2:18]1, predict the reaction product. (2) Given the reactants [Cl:1][C:2]1[CH:3]=[C:4]([N:9]2[C:13]([C:14]3[CH:19]=[C:18]([F:20])[CH:17]=[C:16]([Cl:21])[CH:15]=3)=[CH:12][C:11]([C:22]([O:24]CC)=[O:23])=[N:10]2)[CH:5]=[CH:6][C:7]=1[F:8].[OH-].[Li+].O.Cl, predict the reaction product. The product is: [Cl:1][C:2]1[CH:3]=[C:4]([N:9]2[C:13]([C:14]3[CH:19]=[C:18]([F:20])[CH:17]=[C:16]([Cl:21])[CH:15]=3)=[CH:12][C:11]([C:22]([OH:24])=[O:23])=[N:10]2)[CH:5]=[CH:6][C:7]=1[F:8].